From a dataset of Catalyst prediction with 721,799 reactions and 888 catalyst types from USPTO. Predict which catalyst facilitates the given reaction. (1) Reactant: [NH2:1][CH:2]([C:4]([OH:6])=O)[CH3:3].[CH2:7](N(CC)CC)[CH3:8].C[Si](Cl)(C)C.[CH2:19]([CH:21](CC)[C:22](Cl)=[O:23])[CH3:20].[OH-:27].[Na+]. Product: [CH3:7][CH2:8][C:2]([NH:1][C:22](=[O:23])[CH2:21][CH2:19][CH3:20])([CH3:3])[C:4]([OH:6])=[O:27]. The catalyst class is: 46. (2) Reactant: [CH3:1][NH:2][C:3]1[N:8]=[C:7]([CH2:9][CH2:10][O:11][C:12]2[CH:13]=[C:14]3[C:18](=[CH:19][CH:20]=2)[NH:17][C:16]([CH2:21][CH2:22][C:23]([O:25]C)=[O:24])=[CH:15]3)[CH:6]=[CH:5][CH:4]=1.[OH-].[Na+]. Product: [CH3:1][NH:2][C:3]1[N:8]=[C:7]([CH2:9][CH2:10][O:11][C:12]2[CH:13]=[C:14]3[C:18](=[CH:19][CH:20]=2)[NH:17][C:16]([CH2:21][CH2:22][C:23]([OH:25])=[O:24])=[CH:15]3)[CH:6]=[CH:5][CH:4]=1. The catalyst class is: 24. (3) Reactant: Cl[C:2]1[CH:15]=[CH:14][C:13]2[C:4](=[C:5]3[C:10](=[CH:11][CH:12]=2)[CH:9]=[CH:8][CH:7]=[N:6]3)[N:3]=1.[CH3:16][C:17]1([CH3:39])[C:21]([CH3:23])([CH3:22])[O:20][B:19]([C:24]2[CH:29]=[CH:28][CH:27]=[C:26](B3OC(C)(C)C(C)(C)O3)[CH:25]=2)[O:18]1.C([O-])([O-])=O.[Na+].[Na+].CCO. Product: [CH3:22][C:21]1([CH3:23])[C:17]([CH3:16])([CH3:39])[O:18][B:19]([C:24]2[CH:25]=[C:26]([C:2]3[CH:15]=[CH:14][C:13]4[C:4](=[C:5]5[C:10](=[CH:11][CH:12]=4)[CH:9]=[CH:8][CH:7]=[N:6]5)[N:3]=3)[CH:27]=[CH:28][CH:29]=2)[O:20]1. The catalyst class is: 206.